From a dataset of Full USPTO retrosynthesis dataset with 1.9M reactions from patents (1976-2016). Predict the reactants needed to synthesize the given product. Given the product [CH3:1][C:2]1[C:10]([S:11][CH3:12])=[C:9]([C:13]([F:19])([F:18])[C:14]([F:16])([F:15])[F:17])[CH:8]=[CH:7][C:3]=1[C:4]([O:6][C:27]1[CH:26]2[CH2:33][CH:30]([C:29](=[O:34])[CH:28]=1)[CH2:31][CH2:32]2)=[O:5], predict the reactants needed to synthesize it. The reactants are: [CH3:1][C:2]1[C:10]([S:11][CH3:12])=[C:9]([C:13]([F:19])([F:18])[C:14]([F:17])([F:16])[F:15])[CH:8]=[CH:7][C:3]=1[C:4]([OH:6])=[O:5].C(Cl)(=O)C(Cl)=O.[CH:26]12[CH2:33][CH:30]([CH2:31][CH2:32]1)[C:29](=[O:34])[CH2:28][C:27]2=O.C(N(CC)CC)C.Cl.